Dataset: Forward reaction prediction with 1.9M reactions from USPTO patents (1976-2016). Task: Predict the product of the given reaction. (1) Given the reactants [CH:1]([C:3]1[CH:4]=[C:5]([C:14]([O:16][CH2:17][CH3:18])=[O:15])[C:6](=[O:13])N2[C:12]=1[CH:11]=[CH:10][CH:9]=[CH:8]2)=O.[N:19]1[CH:24]=[CH:23][CH:22]=[CH:21][C:20]=1[C:25]1([C:31]#[N:32])[CH2:30][CH2:29][NH:28][CH2:27][CH2:26]1.[C:33](O)(=O)C.ClC(Cl)C.C([BH3-])#N, predict the reaction product. The product is: [C:31]([C:25]1([C:20]2[CH:21]=[CH:22][CH:23]=[CH:24][N:19]=2)[CH2:26][CH2:27][N:28]([CH2:1][C:3]2[CH:4]=[C:5]([C:14]([O:16][CH2:17][CH3:18])=[O:15])[C:6](=[O:13])[CH:33]3[C:12]=2[CH:11]=[CH:10][CH:9]=[CH:8]3)[CH2:29][CH2:30]1)#[N:32]. (2) The product is: [OH:1][C@@H:2]1[CH2:15][CH2:14][C@H:13]2[C@@H:4]([CH2:5][C@H:6]3[C@H:11]([CH2:12]2)[C@H:10]2[CH2:16]/[C:17](=[CH:22]\[C:23]4[CH:28]=[CH:27][CH:26]=[CH:25][CH:24]=4)/[C:18](=[O:30])[C@:9]2([CH3:21])[CH2:8][CH2:7]3)[CH2:3]1. Given the reactants [OH:1][C@@H:2]1[CH2:15][CH2:14][C@H:13]2[C@@H:4]([CH2:5][C@H:6]3[C@H:11]([CH2:12]2)[C@H:10]2[CH2:16][CH:17]=[C:18](C#N)[C@:9]2([CH3:21])[CH2:8][CH2:7]3)[CH2:3]1.[CH:22](=O)[C:23]1[CH:28]=[CH:27][CH:26]=[CH:25][CH:24]=1.[OH-:30].[K+].[NH4+].[Cl-], predict the reaction product. (3) The product is: [NH2:41][C:25]1[CH:26]=[C:27]([C@H:30]2[CH2:35][CH2:34][C@H:33]([CH2:36][C:37]([O:39][CH3:40])=[O:38])[CH2:32][CH2:31]2)[CH:28]=[CH:29][C:24]=1[NH:23][C:21]([C:19]1[O:20][C:16]([NH:15][C:11]2[CH:12]=[CH:13][CH:14]=[C:9]([O:8][CH2:1][C:2]3[CH:3]=[CH:4][CH:5]=[CH:6][CH:7]=3)[CH:10]=2)=[N:17][N:18]=1)=[O:22]. Given the reactants [CH2:1]([O:8][C:9]1[CH:10]=[C:11]([NH:15][C:16]2[O:20][C:19]([C:21]([NH:23][C:24]3[CH:29]=[CH:28][C:27]([C@H:30]4[CH2:35][CH2:34][C@H:33]([CH2:36][C:37]([O:39][CH3:40])=[O:38])[CH2:32][CH2:31]4)=[CH:26][C:25]=3[N+:41]([O-])=O)=[O:22])=[N:18][N:17]=2)[CH:12]=[CH:13][CH:14]=1)[C:2]1[CH:7]=[CH:6][CH:5]=[CH:4][CH:3]=1.[H][H], predict the reaction product. (4) Given the reactants [N+:1]([C:4]1[O:8][C:7]([C:9]([N:11]2[CH2:16][CH2:15][NH:14][CH2:13][CH2:12]2)=[O:10])=[CH:6][CH:5]=1)([O-:3])=[O:2].[CH2:17]([N:19]([CH2:28][CH3:29])[C:20]1[CH:27]=[CH:26][C:23]([CH:24]=O)=[CH:22][CH:21]=1)[CH3:18].CC(O)=O, predict the reaction product. The product is: [CH2:28]([N:19]([CH2:17][CH3:18])[C:20]1[CH:27]=[CH:26][C:23]([CH2:24][N:14]2[CH2:15][CH2:16][N:11]([C:9]([C:7]3[O:8][C:4]([N+:1]([O-:3])=[O:2])=[CH:5][CH:6]=3)=[O:10])[CH2:12][CH2:13]2)=[CH:22][CH:21]=1)[CH3:29]. (5) Given the reactants [NH2:1][CH2:2][C:3]1[CH:8]=[CH:7][C:6]([CH:9]([CH3:29])[C:10]([NH:12][CH2:13][C:14]2[C:15]([O:24][CH2:25][CH2:26][CH2:27][CH3:28])=[N:16][C:17]([C:20]([F:23])([F:22])[F:21])=[CH:18][CH:19]=2)=[O:11])=[CH:5][C:4]=1[O:30][CH3:31].[CH3:32][S:33](Cl)(=[O:35])=[O:34], predict the reaction product. The product is: [CH2:25]([O:24][C:15]1[C:14]([CH2:13][NH:12][C:10](=[O:11])[CH:9]([C:6]2[CH:7]=[CH:8][C:3]([CH2:2][NH:1][S:33]([CH3:32])(=[O:35])=[O:34])=[C:4]([O:30][CH3:31])[CH:5]=2)[CH3:29])=[CH:19][CH:18]=[C:17]([C:20]([F:22])([F:23])[F:21])[N:16]=1)[CH2:26][CH2:27][CH3:28]. (6) Given the reactants [Br:1][C:2]1[CH:15]=[C:14]2[C:5]([O:6][CH2:7][CH2:8][N:9]3[C:13]2=[N:12][C:11]([C:16](/[N:18]=[CH:19]/[N:20](C)C)=O)=[CH:10]3)=[CH:4][CH:3]=1.Cl.[CH:24]([NH:27]N)([CH3:26])[CH3:25], predict the reaction product. The product is: [Br:1][C:2]1[CH:15]=[C:14]2[C:5]([O:6][CH2:7][CH2:8][N:9]3[C:13]2=[N:12][C:11]([C:16]2[N:27]([CH:24]([CH3:26])[CH3:25])[N:20]=[CH:19][N:18]=2)=[CH:10]3)=[CH:4][CH:3]=1. (7) Given the reactants Br[C:2]1[CH:10]=[C:9]([Cl:11])[CH:8]=[CH:7][C:3]=1[C:4]([OH:6])=[O:5].[CH2:12]([N:19]1[CH2:24][CH2:23][C:22](=O)[CH2:21][CH2:20]1)[C:13]1[CH:18]=[CH:17][CH:16]=[CH:15][CH:14]=1.O.C(OCC)C, predict the reaction product. The product is: [CH2:12]([N:19]1[CH2:24][CH2:23][C:22]2([C:2]3[CH:10]=[C:9]([Cl:11])[CH:8]=[CH:7][C:3]=3[C:4](=[O:5])[O:6]2)[CH2:21][CH2:20]1)[C:13]1[CH:18]=[CH:17][CH:16]=[CH:15][CH:14]=1. (8) The product is: [OH:36][C:33]1[CH:32]=[CH:31][C:30]([CH:11]2[CH2:10][C:9]3[C:13](=[CH:14][CH:15]=[C:7]([OH:6])[CH:8]=3)[CH:12]2[C:16]2[CH:29]=[CH:28][C:19]([O:20][CH2:21][CH2:22][N:23]3[CH2:24][CH2:25][CH2:26][CH2:27]3)=[CH:18][CH:17]=2)=[CH:35][CH:34]=1. Given the reactants B(Br)(Br)Br.C[O:6][C:7]1[CH:8]=[C:9]2[C:13](=[CH:14][CH:15]=1)[CH:12]([C:16]1[CH:29]=[CH:28][C:19]([O:20][CH2:21][CH2:22][N:23]3[CH2:27][CH2:26][CH2:25][CH2:24]3)=[CH:18][CH:17]=1)[CH:11]([C:30]1[CH:35]=[CH:34][C:33]([O:36]C)=[CH:32][CH:31]=1)[CH2:10]2, predict the reaction product. (9) Given the reactants [ClH:1].[CH2:2]([O:4][C:5]([N:7]1[CH2:11][CH2:10][C@H:9]([NH:12][C:13]2[CH:18]=[CH:17][C:16]([NH:19][C:20]([C:22]3S[C:25]4[CH:27]=[CH:28][C:29]([Br:31])=[CH:30][C:24]=4[CH:23]=3)=[O:21])=[CH:15][N:14]=2)[CH2:8]1)=[O:6])[CH3:3].C(OC([N:37]1CC[C@H:39](NC2C=CC(N)=CN=2)[CH2:38]1)=O)C.BrC1C=C2C(=CC=1)N(CC)C(C(O)=O)=C2, predict the reaction product. The product is: [ClH:1].[CH2:2]([O:4][C:5]([N:7]1[CH2:11][CH2:10][C@H:9]([NH:12][C:13]2[CH:18]=[CH:17][C:16]([NH:19][C:20]([C:22]3[N:37]([CH2:38][CH3:39])[C:25]4[C:24]([CH:23]=3)=[CH:30][C:29]([Br:31])=[CH:28][CH:27]=4)=[O:21])=[CH:15][N:14]=2)[CH2:8]1)=[O:6])[CH3:3].